This data is from Catalyst prediction with 721,799 reactions and 888 catalyst types from USPTO. The task is: Predict which catalyst facilitates the given reaction. (1) Reactant: [CH3:1][O:2][C:3]1[CH:4]=[C:5]2[C:10](=[CH:11][CH:12]=1)[C:9](=[O:13])[CH2:8][CH2:7][CH2:6]2.C([N-]C(C)C)(C)C.[Li+].I[CH2:23][CH2:24][CH2:25][CH3:26]. Product: [CH2:23]([CH:8]1[CH2:7][CH2:6][C:5]2[C:10](=[CH:11][CH:12]=[C:3]([O:2][CH3:1])[CH:4]=2)[C:9]1=[O:13])[CH2:24][CH2:25][CH3:26]. The catalyst class is: 7. (2) Reactant: [F:1][C:2]([F:16])([F:15])[C:3]1[CH:8]=[CH:7][N:6]=[C:5]([O:9][CH:10]([CH3:14])[C:11]([OH:13])=[O:12])[CH:4]=1.[CH3:17][Si](C=[N+]=[N-])(C)C. Product: [F:16][C:2]([F:15])([F:1])[C:3]1[CH:8]=[CH:7][N:6]=[C:5]([O:9][CH:10]([CH3:14])[C:11]([O:13][CH3:17])=[O:12])[CH:4]=1. The catalyst class is: 61. (3) Reactant: [CH2:1]([N:8]1[CH2:13][CH2:12][O:11][C:10](=[O:14])[C@H:9]1[C:15]1[CH:20]=[CH:19][CH:18]=[CH:17][CH:16]=1)[C:2]1[CH:7]=[CH:6][CH:5]=[CH:4][CH:3]=1.CC(C[AlH]CC(C)C)C. Product: [CH2:1]([N:8]1[CH2:13][CH2:12][O:11][C@H:10]([OH:14])[C@H:9]1[C:15]1[CH:20]=[CH:19][CH:18]=[CH:17][CH:16]=1)[C:2]1[CH:3]=[CH:4][CH:5]=[CH:6][CH:7]=1. The catalyst class is: 390. (4) Reactant: Br.Br[CH:3]([C:13]1[CH:18]=[CH:17][N:16]=[C:15]([F:19])[CH:14]=1)[C:4]([C:6]1[CH:11]=[CH:10][CH:9]=[C:8]([CH3:12])[CH:7]=1)=O.[C:20]([NH2:24])(=[S:23])[CH2:21][CH3:22].C(=O)([O-])O.[Na+]. Product: [CH2:21]([C:20]1[S:23][C:3]([C:13]2[CH:18]=[CH:17][N:16]=[C:15]([F:19])[CH:14]=2)=[C:4]([C:6]2[CH:11]=[CH:10][CH:9]=[C:8]([CH3:12])[CH:7]=2)[N:24]=1)[CH3:22]. The catalyst class is: 9. (5) Reactant: [Br:1][C:2]1[CH:7]=[C:6]([O:8][CH2:9][CH2:10][Cl:11])[C:5]([N+:12]([O-])=O)=[CH:4][C:3]=1[CH:15]([F:17])[F:16]. Product: [Br:1][C:2]1[C:3]([CH:15]([F:17])[F:16])=[CH:4][C:5]([NH2:12])=[C:6]([O:8][CH2:9][CH2:10][Cl:11])[CH:7]=1. The catalyst class is: 409. (6) Reactant: [S:1]1[C:9]2[C:4](=[N:5][CH:6]=[CH:7][N:8]=2)[NH:3][C:2]1=S.C(Cl)[Cl:12].S(Cl)(Cl)(=O)=O.[OH-].[Na+]. Product: [Cl:12][C:2]1[S:1][C:9]2[C:4]([N:3]=1)=[N:5][CH:6]=[CH:7][N:8]=2. The catalyst class is: 6. (7) Reactant: O[CH:2]([C:4]1[CH:21]=[CH:20][C:7]2/[C:8](=[CH:17]/[C:18]#[N:19])/[C:9]3[CH:16]=[CH:15][CH:14]=[CH:13][C:10]=3[CH2:11][CH2:12][C:6]=2[CH:5]=1)[CH3:3].[CH2:22]([C:24]1[NH:34][C:27]2=[N:28][C:29]([CH3:33])=[CH:30][C:31]([CH3:32])=[C:26]2[N:25]=1)[CH3:23].C1(P(C2C=CC=CC=2)C2C=CC=CC=2)C=CC=CC=1.N(C(OC(C)(C)C)=O)=NC(OC(C)(C)C)=O. Product: [CH2:22]([C:24]1[N:34]([CH:2]([C:4]2[CH:21]=[CH:20][C:7]3/[C:8](=[CH:17]/[C:18]#[N:19])/[C:9]4[CH:16]=[CH:15][CH:14]=[CH:13][C:10]=4[CH2:11][CH2:12][C:6]=3[CH:5]=2)[CH3:3])[C:27]2=[N:28][C:29]([CH3:33])=[CH:30][C:31]([CH3:32])=[C:26]2[N:25]=1)[CH3:23]. The catalyst class is: 1.